This data is from Reaction yield outcomes from USPTO patents with 853,638 reactions. The task is: Predict the reaction yield, written as a fraction of the theoretical maximum amount of product (1.0 means a 100% yield; for example, 0.34 means a 34% yield). (1) The reactants are [O:1]=[C:2]1[CH:6]=[C:5]([C@@H:7]2[CH2:12][CH2:11][N:10](C(OC)=O)[C@H:9]([C:17]3[CH:22]=[CH:21][C:20]([C:23]([F:26])([F:25])[F:24])=[CH:19][CH:18]=3)[CH2:8]2)[O:4][NH:3]1.Br. The product is [F:26][C:23]([F:24])([F:25])[C:20]1[CH:19]=[CH:18][C:17]([C@@H:9]2[CH2:8][C@H:7]([C:5]3[O:4][NH:3][C:2](=[O:1])[CH:6]=3)[CH2:12][CH2:11][NH:10]2)=[CH:22][CH:21]=1. The yield is 0.670. No catalyst specified. (2) The reactants are [F:1][C:2]1[CH:3]=[C:4]([CH:11]([CH3:17])[C:12]([O:14][CH2:15][CH3:16])=[O:13])[CH:5]=[CH:6][C:7]=1[N+:8]([O-])=O. The catalyst is CCO.[Pd]. The product is [NH2:8][C:7]1[CH:6]=[CH:5][C:4]([CH:11]([CH3:17])[C:12]([O:14][CH2:15][CH3:16])=[O:13])=[CH:3][C:2]=1[F:1]. The yield is 0.770. (3) The reactants are Cl[CH2:2][C:3]1[CH:22]=[CH:21][C:6]([O:7][CH2:8][C:9]2[N:10]=[C:11]([C:15]3[CH:20]=[CH:19][CH:18]=[CH:17][CH:16]=3)[O:12][C:13]=2[CH3:14])=[CH:5][CH:4]=1.[OH:23][C:24]1[CH:29]=[CH:28][C:27]([CH2:30][CH2:31][C:32]([O:34][CH2:35][CH3:36])=[O:33])=[CH:26][CH:25]=1.C(=O)([O-])[O-].[K+].[K+].CN(C)C=O. The catalyst is O. The product is [CH3:14][C:13]1[O:12][C:11]([C:15]2[CH:20]=[CH:19][CH:18]=[CH:17][CH:16]=2)=[N:10][C:9]=1[CH2:8][O:7][C:6]1[CH:21]=[CH:22][C:3]([CH2:2][O:23][C:24]2[CH:25]=[CH:26][C:27]([CH2:30][CH2:31][C:32]([O:34][CH2:35][CH3:36])=[O:33])=[CH:28][CH:29]=2)=[CH:4][CH:5]=1. The yield is 0.510. (4) The yield is 0.550. The catalyst is C1COCC1. The product is [Cl:9][C:6]1[C:7]2[O:8][CH2:24][C:25](=[O:26])[NH:1][C:2]=2[N:3]=[C:4]([C:10]2[CH:15]=[CH:14][CH:13]=[C:12]([F:16])[CH:11]=2)[N:5]=1. The reactants are [NH2:1][C:2]1[C:7]([OH:8])=[C:6]([Cl:9])[N:5]=[C:4]([C:10]2[CH:15]=[CH:14][CH:13]=[C:12]([F:16])[CH:11]=2)[N:3]=1.C([O-])([O-])=O.[K+].[K+].Cl[CH2:24][C:25](Cl)=[O:26]. (5) The reactants are [C:1]([O:13]C)(=O)[C:2]1[CH:11]=[CH:10][CH:9]=[C:4]([C:5]([O:7][CH3:8])=[O:6])[CH:3]=1.[CH3:15][C:16]([CH3:18])=[O:17].[H-].[Na+].Cl. The catalyst is C1(C)C=CC=CC=1.O. The product is [CH3:8][O:7][C:5](=[O:6])[C:4]1[CH:9]=[CH:10][CH:11]=[C:2]([C:1](=[O:13])[CH2:15][C:16](=[O:17])[CH3:18])[CH:3]=1. The yield is 0.110. (6) The reactants are [C:1]([Br:5])(Br)(Br)Br.C1(P(C2C=CC=CC=2)C2C=CC=CC=2)C=CC=CC=1.[C:25]1([C:33]2[CH:38]=[CH:37][CH:36]=[CH:35][CH:34]=2)[CH:30]=[CH:29][C:28](CO)=[CH:27][CH:26]=1. The catalyst is ClCCl. The product is [Br:5][CH2:1][C:36]1[CH:37]=[CH:38][C:33]([C:25]2[CH:30]=[CH:29][CH:28]=[CH:27][CH:26]=2)=[CH:34][CH:35]=1. The yield is 0.950. (7) The reactants are [N:1]1[C:10]2[C:5](=[CH:6][C:7]([O:11][CH2:12][CH2:13][O:14][C:15]3[CH:22]=[CH:21][C:18]([CH:19]=O)=[CH:17][CH:16]=3)=[CH:8][CH:9]=2)[CH:4]=[CH:3][CH:2]=1.[C:23]([O:30][CH3:31])(=[O:29])[CH2:24][C:25]([O:27][CH3:28])=[O:26].C([O-])(=O)C.[NH2+]1CCCCC1. The catalyst is C1(C)C=CC=CC=1. The product is [N:1]1[C:10]2[C:5](=[CH:6][C:7]([O:11][CH2:12][CH2:13][O:14][C:15]3[CH:22]=[CH:21][C:18]([CH:19]=[C:24]([C:23]([O:30][CH3:31])=[O:29])[C:25]([O:27][CH3:28])=[O:26])=[CH:17][CH:16]=3)=[CH:8][CH:9]=2)[CH:4]=[CH:3][CH:2]=1. The yield is 0.870.